This data is from Catalyst prediction with 721,799 reactions and 888 catalyst types from USPTO. The task is: Predict which catalyst facilitates the given reaction. (1) Reactant: O[C:2]1[C:11]2[N:10]([CH3:12])[C:9](=[O:13])[CH:8]=[CH:7][C:6]=2[N:5]=[CH:4][C:3]=1[C:14]([O:16][CH3:17])=[O:15].OC1C2N(C)C(=O)C=CC=2N=CC=1C(OCC)=O.P(Br)(Br)[Br:37]. The catalyst class is: 3. Product: [Br:37][C:2]1[C:11]2[N:10]([CH3:12])[C:9](=[O:13])[CH:8]=[CH:7][C:6]=2[N:5]=[CH:4][C:3]=1[C:14]([O:16][CH3:17])=[O:15]. (2) Reactant: [CH:1]([C:3]1[CH:4]=[CH:5][CH:6]=[C:7]2[C:12]=1[N:11]([CH3:13])[C:10](=[O:14])[CH:9]=[CH:8]2)=[CH2:2].S([O-])([O-])=[O:16].[Na+].[Na+].[OH2:21]. Product: [OH:21][CH:1]([C:3]1[CH:4]=[CH:5][CH:6]=[C:7]2[C:12]=1[N:11]([CH3:13])[C:10](=[O:14])[CH:9]=[CH:8]2)[CH2:2][OH:16]. The catalyst class is: 107. (3) Reactant: [CH3:1][N:2]([CH3:46])[CH2:3][CH2:4][NH:5][C:6]([C@:8]12[CH2:42][CH2:41][C@@H:40]([C:43]([CH3:45])=[CH2:44])[C@@H:9]1[C@@H:10]1[C@@:23]([CH3:26])([CH2:24][CH2:25]2)[C@@:22]2([CH3:27])[C@@H:13]([C@:14]3([CH3:39])[C@@H:19]([CH2:20][CH2:21]2)[C:18]([CH3:29])([CH3:28])[C:17]([C:30]2[S:34][C:33]([C:35]([O:37]C)=[O:36])=[CH:32][CH:31]=2)=[CH:16][CH2:15]3)[CH2:12][CH2:11]1)=[O:7].[OH-].[Na+]. Product: [CH3:46][N:2]([CH3:1])[CH2:3][CH2:4][NH:5][C:6]([C@:8]12[CH2:42][CH2:41][C@@H:40]([C:43]([CH3:45])=[CH2:44])[C@@H:9]1[C@@H:10]1[C@@:23]([CH3:26])([CH2:24][CH2:25]2)[C@@:22]2([CH3:27])[C@@H:13]([C@:14]3([CH3:39])[C@@H:19]([CH2:20][CH2:21]2)[C:18]([CH3:29])([CH3:28])[C:17]([C:30]2[S:34][C:33]([C:35]([OH:37])=[O:36])=[CH:32][CH:31]=2)=[CH:16][CH2:15]3)[CH2:12][CH2:11]1)=[O:7]. The catalyst class is: 12. (4) Reactant: [Br:1][C:2]1[CH:3]=[C:4]([CH2:21][C:22]([O:24]CC)=[O:23])[CH:5]=[CH:6][C:7]=1[NH:8][C:9]([C:11]1[C:20]2[C:15](=[CH:16][CH:17]=[CH:18][CH:19]=2)[CH:14]=[CH:13][N:12]=1)=[O:10].[OH-].[Na+].Cl. Product: [Br:1][C:2]1[CH:3]=[C:4]([CH2:21][C:22]([OH:24])=[O:23])[CH:5]=[CH:6][C:7]=1[NH:8][C:9]([C:11]1[C:20]2[C:15](=[CH:16][CH:17]=[CH:18][CH:19]=2)[CH:14]=[CH:13][N:12]=1)=[O:10]. The catalyst class is: 1. (5) Reactant: [N:1]1([S:6]([C:9]2[CH:10]=[C:11]([C:15]([OH:17])=[O:16])[CH:12]=[CH:13][CH:14]=2)(=[O:8])=[O:7])[CH2:5][CH2:4][CH2:3][CH2:2]1.[CH3:18][Si](C=[N+]=[N-])(C)C. Product: [CH3:18][O:16][C:15](=[O:17])[C:11]1[CH:12]=[CH:13][CH:14]=[C:9]([S:6]([N:1]2[CH2:2][CH2:3][CH2:4][CH2:5]2)(=[O:7])=[O:8])[CH:10]=1. The catalyst class is: 98. (6) Reactant: [F:1][C:2]1[CH:7]=[CH:6][CH:5]=[CH:4][C:3]=1[O:8][CH3:9].C([Li])CCC.CN(C)CCN(C)CCN(C)C.CN([CH:30]=[O:31])C. Product: [F:1][C:2]1[C:3]([O:8][CH3:9])=[CH:4][CH:5]=[CH:6][C:7]=1[CH:30]=[O:31]. The catalyst class is: 20. (7) Reactant: [CH3:1][S:2]([N:5]1[CH2:14][CH2:13][C:12]2[C:7](=[CH:8][CH:9]=[C:10]([OH:15])[CH:11]=2)[CH2:6]1)(=[O:4])=[O:3].CS(O[CH2:21][CH2:22][CH2:23][C:24]1[CH:29]=[CH:28][C:27]([Br:30])=[CH:26][CH:25]=1)(=O)=O.C([O-])([O-])=O.[Cs+].[Cs+]. Product: [Br:30][C:27]1[CH:28]=[CH:29][C:24]([CH2:23][CH2:22][CH2:21][O:15][C:10]2[CH:11]=[C:12]3[C:7](=[CH:8][CH:9]=2)[CH2:6][N:5]([S:2]([CH3:1])(=[O:4])=[O:3])[CH2:14][CH2:13]3)=[CH:25][CH:26]=1. The catalyst class is: 31.